This data is from Full USPTO retrosynthesis dataset with 1.9M reactions from patents (1976-2016). The task is: Predict the reactants needed to synthesize the given product. Given the product [C:1]([C:4]1[C:22](=[O:23])[C@@:8]2([CH3:24])[C:9]3[C:15]([OH:16])=[CH:14][C:13]([O:17][CH3:18])=[C:12]([C:19]([NH:21][CH2:37][C:34]4[C:35]5[C:30](=[CH:29][CH:28]=[C:27]([Cl:26])[CH:36]=5)[CH:31]=[CH:32][C:33]=4[CH3:39])=[O:20])[C:10]=3[O:11][C:7]2=[CH:6][C:5]=1[OH:25])(=[O:3])[CH3:2], predict the reactants needed to synthesize it. The reactants are: [C:1]([C:4]1[C:22](=[O:23])[C@@:8]2([CH3:24])[C:9]3[C:15]([OH:16])=[CH:14][C:13]([O:17][CH3:18])=[C:12]([C:19]([NH2:21])=[O:20])[C:10]=3[O:11][C:7]2=[CH:6][C:5]=1[OH:25])(=[O:3])[CH3:2].[Cl:26][C:27]1[CH:36]=[C:35]2[C:30]([CH:31]=[CH:32][C:33]([CH3:39])=[C:34]2[CH:37]=O)=[CH:29][CH:28]=1.C([SiH](CC)CC)C.FC(F)(F)C(O)=O.